This data is from Full USPTO retrosynthesis dataset with 1.9M reactions from patents (1976-2016). The task is: Predict the reactants needed to synthesize the given product. (1) Given the product [Br:27][CH2:26][CH2:25][CH2:24][CH2:23][CH2:22][C:14]([CH3:16])([CH3:15])[C:13]([O:18][CH2:19][CH3:20])=[O:17], predict the reactants needed to synthesize it. The reactants are: C(NC(C)C)(C)C.C([Li])CCC.[C:13]([O:18][CH2:19][CH3:20])(=[O:17])[CH:14]([CH3:16])[CH3:15].Br[CH2:22][CH2:23][CH2:24][CH2:25][CH2:26][Br:27].[Cl-].[NH4+]. (2) Given the product [OH:4][C:5]1[CH:12]=[CH:11][C:8]([CH:9]=[CH2:10])=[CH:7][CH:6]=1, predict the reactants needed to synthesize it. The reactants are: C([O:4][C:5]1[CH:12]=[CH:11][C:8]([CH:9]=[CH2:10])=[CH:7][CH:6]=1)(=O)C.C[O-].[Na+]. (3) Given the product [F:9][C:8]([F:11])([F:10])[C:5]1[CH:6]=[CH:7][C:2]([CH:14]([C:12]#[N:13])[C:15]([O:17][CH2:18][CH3:19])=[O:16])=[CH:3][CH:4]=1, predict the reactants needed to synthesize it. The reactants are: Br[C:2]1[CH:7]=[CH:6][C:5]([C:8]([F:11])([F:10])[F:9])=[CH:4][CH:3]=1.[C:12]([CH2:14][C:15]([O:17][CH2:18][CH3:19])=[O:16])#[N:13].